Dataset: NCI-60 drug combinations with 297,098 pairs across 59 cell lines. Task: Regression. Given two drug SMILES strings and cell line genomic features, predict the synergy score measuring deviation from expected non-interaction effect. (1) Drug 1: CC1C(C(CC(O1)OC2CC(CC3=C2C(=C4C(=C3O)C(=O)C5=C(C4=O)C(=CC=C5)OC)O)(C(=O)CO)O)N)O.Cl. Drug 2: C(CN)CNCCSP(=O)(O)O. Cell line: OVCAR-8. Synergy scores: CSS=1.39, Synergy_ZIP=-0.363, Synergy_Bliss=-0.481, Synergy_Loewe=2.46, Synergy_HSA=0.900. (2) Drug 1: CCN(CC)CCNC(=O)C1=C(NC(=C1C)C=C2C3=C(C=CC(=C3)F)NC2=O)C. Drug 2: N.N.Cl[Pt+2]Cl. Cell line: LOX IMVI. Synergy scores: CSS=25.5, Synergy_ZIP=-2.45, Synergy_Bliss=-3.07, Synergy_Loewe=-8.63, Synergy_HSA=-4.89. (3) Drug 1: CC1C(C(CC(O1)OC2CC(CC3=C2C(=C4C(=C3O)C(=O)C5=C(C4=O)C(=CC=C5)OC)O)(C(=O)C)O)N)O.Cl. Drug 2: C1=NNC2=C1C(=O)NC=N2. Cell line: A549. Synergy scores: CSS=17.3, Synergy_ZIP=-2.78, Synergy_Bliss=3.15, Synergy_Loewe=-20.5, Synergy_HSA=2.27. (4) Drug 1: C1C(C(OC1N2C=C(C(=O)NC2=O)F)CO)O. Drug 2: C1C(C(OC1N2C=NC(=NC2=O)N)CO)O. Cell line: SF-539. Synergy scores: CSS=39.5, Synergy_ZIP=-6.35, Synergy_Bliss=-5.48, Synergy_Loewe=-35.0, Synergy_HSA=-5.21. (5) Drug 1: COC1=C2C(=CC3=C1OC=C3)C=CC(=O)O2. Drug 2: CC1C(C(CC(O1)OC2CC(CC3=C2C(=C4C(=C3O)C(=O)C5=C(C4=O)C(=CC=C5)OC)O)(C(=O)CO)O)N)O.Cl. Cell line: SF-295. Synergy scores: CSS=40.4, Synergy_ZIP=-0.0118, Synergy_Bliss=-0.387, Synergy_Loewe=-9.73, Synergy_HSA=0.212. (6) Drug 1: CC1C(C(CC(O1)OC2CC(CC3=C2C(=C4C(=C3O)C(=O)C5=C(C4=O)C(=CC=C5)OC)O)(C(=O)C)O)N)O.Cl. Drug 2: C1C(C(OC1N2C=NC3=C(N=C(N=C32)Cl)N)CO)O. Cell line: SK-MEL-28. Synergy scores: CSS=9.70, Synergy_ZIP=-3.38, Synergy_Bliss=4.50, Synergy_Loewe=-0.909, Synergy_HSA=2.55.